From a dataset of Experimentally validated miRNA-target interactions with 360,000+ pairs, plus equal number of negative samples. Binary Classification. Given a miRNA mature sequence and a target amino acid sequence, predict their likelihood of interaction. (1) The miRNA is hsa-miR-28-5p with sequence AAGGAGCUCACAGUCUAUUGAG. The protein sequence of the target gene is MPFLELDTNLPANRVPAGLEKRLCAAAASILGKPADRVNVTVRPGLAMALSGSTEPCAQLSISSIGVVGTAEDNRSHSAHFFEFLTKELALGQDRFPTVLSTSPAAHGGPRCPGEIIEGKKSCLNEEALFIYFI. Result: 1 (interaction). (2) The protein sequence of the target gene is MPLPPRSLQVLLLLLLLLLLLPGMWAEAGLPRAGGGSQPPFRTFSASDWGLTHLVVHEQTGEVYVGAVNRIYKLSGNLTLLRAHVTGPVEDNEKCYPPPSVQSCPHGLGSTDNVNKLLLLDYAANRLLACGSASQGICQFLRLDDLFKLGEPHHRKEHYLSSVQEAGSMAGVLIAGPPGQGQAKLFVGTPIDGKSEYFPTLSSRRLMANEEDADMFGFVYQDEFVSSQLKIPSDTLSKFPAFDIYYVYSFRSEQFVYYLTLQLDTQLTSPDAAGEHFFTSKIVRLCVDDPKFYSYVEFPI.... The miRNA is hsa-miR-7112-5p with sequence ACGGGCAGGGCAGUGCACCCUG. Result: 1 (interaction). (3) The miRNA is hsa-miR-3622b-5p with sequence AGGCAUGGGAGGUCAGGUGA. The protein sequence of the target gene is MAPPTFADLGKSAKDLFNKGYNFGFLKIDSTTRAGDNKEVEFKSAASHNIGSGKLGGNLDVKYKIPQYGITLTEKWNTENQLGTVIEVNEQFGRGLKVTLDSLYAPHAGKRSGKVKLDWALPTARVTADVGVTSAPVINAAGVFSRDGWLIGAAATFDSSSNKLAATSLAFGHSTPQYTLHSFVINSTDFGASLYHKVASNVEVGTQLGWKVGGNGADYALATKYAPSRDLTVRAKVNSSSQVAVAATHSLSPALKLTLSTQFNLAANDAHKFGLGLEFDPSN. Result: 0 (no interaction). (4) The miRNA is hsa-miR-941 with sequence CACCCGGCUGUGUGCACAUGUGC. The protein sequence of the target gene is MGQCVTKCKNPSSTLGSKNGDRDPSNKSHSRRGASHREEQVPPCGKPAGDILVNGTKKAEAATEACQLPTSSGDAGRESKTNAEESSLQRLEELFRRYKDEREDAILEEGMERFCNDLCVDPTEFRVLLLAWKFQAATMCKFTRKEFFDGCKAISADSIDGICARFPSLLTEAKQEDKFKDLYRFTFQFGLDSEEGQRSLHREIAIALWKLVFTQNNPPVLDQWLNFLTENPSGIKGISRDTWNMFLNFTQVIGPDLSNYSEDEAWPSLFDTFVEWEMERRKREVEGRGTLSSGQEGLCP.... Result: 0 (no interaction). (5) The miRNA is hsa-miR-3150a-5p with sequence CAACCUCGACGAUCUCCUCAGC. The protein sequence of the target gene is MPRLHDHVWNYPSAGAARPYSLPRGMIAAAACPQGPGVPEPEHAPRGQRAGTTGCSARPGSWHHDLVQRSLVLFSFGVVLALVLNLLQIQRNVTLFPDEVIATIFSSAWWVPPCCGTAAAVVGLLYPCIDSHLGEPHKFKREWASVMRCIAVFVGINHASAKLDFANNVQLSLTLAALSLGLWWTFDRSRSGLGLGITIAFLATLITQFLVYNGVYQYTSPDFLYIRSWLPCIFFSGGVTVGNIGRQLAMGVPEKPHSD. Result: 0 (no interaction).